Dataset: Full USPTO retrosynthesis dataset with 1.9M reactions from patents (1976-2016). Task: Predict the reactants needed to synthesize the given product. Given the product [CH2:17]([C:21]1[N:25]([C:26]2[CH:31]=[CH:30][CH:29]=[CH:28][CH:27]=2)[N:24]=[C:23]([CH2:32][NH:16][CH2:15][CH2:14][N:11]2[CH2:10][CH2:9][N:8]([C:3]3[CH:4]=[CH:5][CH:6]=[CH:7][C:2]=3[F:1])[CH2:13][CH2:12]2)[CH:22]=1)[CH:18]([CH3:20])[CH3:19], predict the reactants needed to synthesize it. The reactants are: [F:1][C:2]1[CH:7]=[CH:6][CH:5]=[CH:4][C:3]=1[N:8]1[CH2:13][CH2:12][N:11]([CH2:14][CH2:15][NH2:16])[CH2:10][CH2:9]1.[CH2:17]([C:21]1[N:25]([C:26]2[CH:31]=[CH:30][CH:29]=[CH:28][CH:27]=2)[N:24]=[C:23]([CH:32]=O)[CH:22]=1)[CH:18]([CH3:20])[CH3:19].